Dataset: Catalyst prediction with 721,799 reactions and 888 catalyst types from USPTO. Task: Predict which catalyst facilitates the given reaction. Reactant: [OH-].[Na+].[N:3]1[N:7]2[CH:8]=[CH:9][CH:10]=[CH:11][C:6]2=[C:5]([C:12]([O:14]CC)=[O:13])[CH:4]=1. Product: [N:3]1[N:7]2[CH:8]=[CH:9][CH:10]=[CH:11][C:6]2=[C:5]([C:12]([OH:14])=[O:13])[CH:4]=1. The catalyst class is: 8.